From a dataset of Catalyst prediction with 721,799 reactions and 888 catalyst types from USPTO. Predict which catalyst facilitates the given reaction. Reactant: [CH3:1][C:2]1[CH:3]=[CH:4][C:5]2[O:9][C:8](=[O:10])[NH:7][C:6]=2[CH:11]=1.[N+:12]([O-])(O)=O. Product: [NH2:12][C:3]1[C:2]([CH3:1])=[CH:11][C:6]2[NH:7][C:8](=[O:10])[O:9][C:5]=2[CH:4]=1. The catalyst class is: 43.